Dataset: Catalyst prediction with 721,799 reactions and 888 catalyst types from USPTO. Task: Predict which catalyst facilitates the given reaction. (1) Reactant: Cl[C:2]1[N:7]=[C:6]([NH:8][C:9]2[CH:14]=[CH:13][C:12]([O:15][CH2:16][CH3:17])=[CH:11][CH:10]=2)[C:5]([F:18])=[CH:4][N:3]=1.C(N(C(C)C)C(C)C)C.[CH2:28]1[CH2:38][O:37][C:36]2[CH:35]=[CH:34][C:32]([NH2:33])=[CH:31][C:30]=2[O:29]1. Product: [CH2:16]([O:15][C:12]1[CH:13]=[CH:14][C:9]([NH:8][C:6]2[C:5]([F:18])=[CH:4][N:3]=[C:2]([NH:33][C:32]3[CH:34]=[CH:35][C:36]4[O:37][CH2:38][CH2:28][O:29][C:30]=4[CH:31]=3)[N:7]=2)=[CH:10][CH:11]=1)[CH3:17]. The catalyst class is: 196. (2) Reactant: Cl.[Br:2][C:3]1[CH:8]=[CH:7][C:6]([N:9]2[C:13]([CH2:14][C@@H:15]3[CH2:19][CH2:18][NH:17][CH2:16]3)=[N:12][NH:11][C:10]2=[O:20])=[CH:5][CH:4]=1.[CH3:21][C:22]1([C:25](O)=[O:26])[CH2:24][CH2:23]1.Cl.CN(C)CCCN=C=NCC.ON1C2C=CC=CC=2N=N1.C(N(CC)C(C)C)(C)C. Product: [Br:2][C:3]1[CH:8]=[CH:7][C:6]([N:9]2[C:13]([CH2:14][C@@H:15]3[CH2:19][CH2:18][N:17]([C:25]([C:22]4([CH3:21])[CH2:24][CH2:23]4)=[O:26])[CH2:16]3)=[N:12][NH:11][C:10]2=[O:20])=[CH:5][CH:4]=1. The catalyst class is: 9. (3) Reactant: [Cl:1][C:2]1[N:7]=[C:6](Cl)[C:5]([N+:9]([O-:11])=[O:10])=[CH:4][N:3]=1.[NH3:12].C(O)C. Product: [Cl:1][C:2]1[N:7]=[C:6]([NH2:12])[C:5]([N+:9]([O-:11])=[O:10])=[CH:4][N:3]=1. The catalyst class is: 4. (4) Reactant: C(=O)([O-])[O-].[K+].[K+].Cl.[F:8][C:9]1[CH:14]=[CH:13][C:12]([C:15]2[CH2:16][CH2:17][NH:18][CH2:19][CH:20]=2)=[CH:11][CH:10]=1.[CH2:21](Br)[C:22]1[CH:27]=[CH:26][CH:25]=[CH:24][CH:23]=1. Product: [CH2:21]([N:18]1[CH2:17][CH:16]=[C:15]([C:12]2[CH:13]=[CH:14][C:9]([F:8])=[CH:10][CH:11]=2)[CH2:20][CH2:19]1)[C:22]1[CH:27]=[CH:26][CH:25]=[CH:24][CH:23]=1. The catalyst class is: 8. (5) Reactant: [NH2:1][C:2]1[CH:3]=[C:4]([C:13]([O:15][CH3:16])=[O:14])[CH:5]=[C:6]2[C:10]=1[NH:9][CH:8]=[C:7]2[CH2:11][CH3:12].CCN(CC)CC.[Cl:24][CH2:25][CH2:26][C:27](Cl)=[O:28]. Product: [Cl:24][CH2:25][CH2:26][C:27]([NH:1][C:2]1[CH:3]=[C:4]([C:13]([O:15][CH3:16])=[O:14])[CH:5]=[C:6]2[C:10]=1[NH:9][CH:8]=[C:7]2[CH2:11][CH3:12])=[O:28]. The catalyst class is: 91. (6) Reactant: [CH3:1][N:2]1[C:10]([C:11]([OH:13])=O)=[N:9][C:8]2[C:3]1=[N:4][CH:5]=[N:6][C:7]=2[N:14]1[CH2:19][CH2:18][CH:17]([N:20]2[C:24]3[CH:25]=[CH:26][CH:27]=[CH:28][C:23]=3[NH:22][C:21]2=[O:29])[CH2:16][CH2:15]1.C(N(C(C)C)CC)(C)C.F[P-](F)(F)(F)(F)F.Br[P+]([N:58]1[CH2:62][CH2:61][CH2:60][CH2:59]1)([N:58]1[CH2:62][CH2:61][CH2:60][CH2:59]1)[N:58]1[CH2:62][CH2:61][CH2:60][CH2:59]1. Product: [CH:61]1([CH2:62][NH:58][C:11]([C:10]2[N:2]([CH3:1])[C:3]3[C:8]([N:9]=2)=[C:7]([N:14]2[CH2:15][CH2:16][CH:17]([N:20]4[C:24]5[CH:25]=[CH:26][CH:27]=[CH:28][C:23]=5[NH:22][C:21]4=[O:29])[CH2:18][CH2:19]2)[N:6]=[CH:5][N:4]=3)=[O:13])[CH2:59][CH2:60]1. The catalyst class is: 80. (7) Reactant: Br[CH2:2][C:3]1[CH:8]=[CH:7][C:6]([CH2:9][CH2:10][N:11]2[CH:16]=[CH:15][C:14]([O:17][CH2:18][C:19]3[O:20][CH:21]=[CH:22][CH:23]=3)=[CH:13][C:12]2=[O:24])=[CH:5][CH:4]=1.[NH:25]1[CH2:29][CH2:28][CH2:27][CH2:26]1.O.C(#N)C. Product: [O:20]1[CH:21]=[CH:22][CH:23]=[C:19]1[CH2:18][O:17][C:14]1[CH:15]=[CH:16][N:11]([CH2:10][CH2:9][C:6]2[CH:7]=[CH:8][C:3]([CH2:2][N:25]3[CH2:29][CH2:28][CH2:27][CH2:26]3)=[CH:4][CH:5]=2)[C:12](=[O:24])[CH:13]=1. The catalyst class is: 3. (8) Reactant: [Cl:1][C:2]1[C:3]([C:8]2[CH:19]=[CH:18][C:11]3[C:12](O)=[N:13][S:14](=[O:16])(=[O:15])[C:10]=3[CH:9]=2)=[N:4][CH:5]=[CH:6][CH:7]=1.O=P(Cl)(Cl)Cl.[C:25]([C:29]1[CH:35]=[CH:34][C:32]([NH2:33])=[CH:31][CH:30]=1)([CH3:28])([CH3:27])[CH3:26].C(N(CC)CC)C. Product: [C:25]([C:29]1[CH:30]=[CH:31][C:32]([NH:33][C:12]2[C:11]3[CH:18]=[CH:19][C:8]([C:3]4[C:2]([Cl:1])=[CH:7][CH:6]=[CH:5][N:4]=4)=[CH:9][C:10]=3[S:14](=[O:16])(=[O:15])[N:13]=2)=[CH:34][CH:35]=1)([CH3:28])([CH3:26])[CH3:27]. The catalyst class is: 7.